Dataset: Reaction yield outcomes from USPTO patents with 853,638 reactions. Task: Predict the reaction yield, written as a fraction of the theoretical maximum amount of product (1.0 means a 100% yield; for example, 0.34 means a 34% yield). (1) The reactants are F[C:2]1[C:7]([F:8])=[CH:6][CH:5]=[CH:4][N:3]=1.C([O-])([O-])=O.[Cs+].[Cs+].[C:15]([O:23][CH2:24][CH3:25])(=[O:22])[CH2:16][C:17]([O:19][CH2:20][CH3:21])=[O:18]. The catalyst is CS(C)=O.CCOC(C)=O. The product is [F:8][C:7]1[C:2]([CH:16]([C:17]([O:19][CH2:20][CH3:21])=[O:18])[C:15]([O:23][CH2:24][CH3:25])=[O:22])=[N:3][CH:4]=[CH:5][CH:6]=1. The yield is 0.600. (2) The reactants are [F:1][C:2]1[CH:7]=[CH:6][C:5]([OH:8])=[C:4]([CH3:9])[CH:3]=1.[OH-].[Na+].Cl[C:13]([O:15][CH3:16])=[O:14].C([O-])([O-])=O.[Na+].[Na+]. The catalyst is O. The product is [CH3:16][O:15][C:13](=[O:14])[O:8][C:5]1[CH:6]=[CH:7][C:2]([F:1])=[CH:3][C:4]=1[CH3:9]. The yield is 0.820. (3) The reactants are [N+:1]([C:4]1[CH:5]=[N:6][C:7]([NH:10][C:11](=[O:13])[CH3:12])=[N:8][CH:9]=1)([O-])=O. The catalyst is CO.[Pd]. The product is [NH2:1][C:4]1[CH:5]=[N:6][C:7]([NH:10][C:11](=[O:13])[CH3:12])=[N:8][CH:9]=1. The yield is 1.00. (4) The reactants are C([O:8][C:9](=[O:17])[NH:10][CH2:11][CH2:12][C:13](O)([CH3:15])[CH3:14])C1C=CC=CC=1.[H-].[Na+].C([O-])(O)=O.[Na+]. The catalyst is C1COCC1. The product is [CH3:15][C:13]1([CH3:14])[O:17][C:9](=[O:8])[NH:10][CH2:11][CH2:12]1. The yield is 0.510. (5) The reactants are [C:1]([C:3]1[CH:4]=[C:5]([C:16]([O:18]C)=[O:17])[C:6]2[C:7]([CH3:15])=[CH:8][N:9]([CH:12]([CH3:14])[CH3:13])[C:10]=2[CH:11]=1)#[N:2].CO.[OH-].[Na+]. The catalyst is C1COCC1. The product is [C:1]([C:3]1[CH:4]=[C:5]([C:16]([OH:18])=[O:17])[C:6]2[C:7]([CH3:15])=[CH:8][N:9]([CH:12]([CH3:14])[CH3:13])[C:10]=2[CH:11]=1)#[N:2]. The yield is 0.642. (6) The reactants are [NH2:1][C:2]1[C:11]2[C:6](=[C:7](I)[CH:8]=[CH:9][CH:10]=2)[N:5]=[N:4][C:3]=1[C:13]([NH:15][CH2:16][CH2:17][CH3:18])=[O:14].[CH3:19][O:20][C:21]1[CH:26]=[CH:25][C:24](B(O)O)=[CH:23][CH:22]=1. No catalyst specified. The product is [NH2:1][C:2]1[C:11]2[C:6](=[C:7]([C:24]3[CH:25]=[CH:26][C:21]([O:20][CH3:19])=[CH:22][CH:23]=3)[CH:8]=[CH:9][CH:10]=2)[N:5]=[N:4][C:3]=1[C:13]([NH:15][CH2:16][CH2:17][CH3:18])=[O:14]. The yield is 0.700. (7) The reactants are [C:1]([C:5]1[CH:9]=[C:8]([NH:10][C:11]([NH:13][C@@H:14]2[C:23]3[C:18](=[CH:19][CH:20]=[CH:21][CH:22]=3)[C@H:17]([O:24][C:25]3[CH:26]=[CH:27][C:28]4[N:29]([C:31]([N:34]5[C@H:39]([CH3:40])[CH2:38][CH2:37][CH2:36][C@@H:35]5[CH3:41])=[N:32][N:33]=4)[CH:30]=3)[CH2:16][CH2:15]2)=[O:12])[N:7]([C:42]2[CH:43]=[C:44]([CH:51]=[CH:52][CH:53]=2)[CH2:45][O:46]S(C)(=O)=O)[N:6]=1)([CH3:4])([CH3:3])[CH3:2].[CH3:54][N:55]1[CH2:60][CH2:59][NH:58][CH2:57][CH2:56]1.C1C[O:64]CC1. The yield is 0.190. The product is [CH:45]([OH:46])=[O:64].[C:1]([C:5]1[CH:9]=[C:8]([NH:10][C:11]([NH:13][C@@H:14]2[C:23]3[C:18](=[CH:19][CH:20]=[CH:21][CH:22]=3)[C@H:17]([O:24][C:25]3[CH:26]=[CH:27][C:28]4[N:29]([C:31]([N:34]5[C@H:39]([CH3:40])[CH2:38][CH2:37][CH2:36][C@@H:35]5[CH3:41])=[N:32][N:33]=4)[CH:30]=3)[CH2:16][CH2:15]2)=[O:12])[N:7]([C:42]2[CH:43]=[CH:44][CH:45]=[C:52]([CH2:51][N:58]3[CH2:59][CH2:60][N:55]([CH3:54])[CH2:56][CH2:57]3)[CH:53]=2)[N:6]=1)([CH3:3])([CH3:4])[CH3:2]. No catalyst specified.